This data is from Full USPTO retrosynthesis dataset with 1.9M reactions from patents (1976-2016). The task is: Predict the reactants needed to synthesize the given product. (1) Given the product [F:20][CH:21]([F:31])[O:22][C:23]1[CH:24]=[C:25]([CH2:26][N:4]2[CH2:3][CH2:2][N:1]([C:7]3[CH:8]=[CH:9][C:10]4[N:11]([C:13]([C:16]([F:17])([F:18])[F:19])=[N:14][N:15]=4)[N:12]=3)[CH2:6][CH2:5]2)[CH:28]=[CH:29][CH:30]=1, predict the reactants needed to synthesize it. The reactants are: [N:1]1([C:7]2[CH:8]=[CH:9][C:10]3[N:11]([C:13]([C:16]([F:19])([F:18])[F:17])=[N:14][N:15]=3)[N:12]=2)[CH2:6][CH2:5][NH:4][CH2:3][CH2:2]1.[F:20][CH:21]([F:31])[O:22][C:23]1[CH:24]=[C:25]([CH:28]=[CH:29][CH:30]=1)[CH:26]=O. (2) The reactants are: Br[C:2]1[CH:3]=[C:4]([C:8]2[CH:12]=[N:11][N:10]([CH3:13])[N:9]=2)[CH:5]=[CH:6][CH:7]=1.[B:14]1([B:14]2[O:19][CH2:18][C:17]([CH3:21])([CH3:20])[CH2:16][O:15]2)[O:19][CH2:18][C:17]([CH3:21])([CH3:20])[CH2:16][O:15]1.C([O-])(=O)C.[K+]. Given the product [CH3:20][C:17]1([CH3:21])[CH2:18][O:19][B:14]([C:2]2[CH:3]=[C:4]([C:8]3[CH:12]=[N:11][N:10]([CH3:13])[N:9]=3)[CH:5]=[CH:6][CH:7]=2)[O:15][CH2:16]1, predict the reactants needed to synthesize it. (3) Given the product [NH2:1][C:2]1[C:3]([C:18]([NH:31][C:32]2[CH:37]=[CH:36][CH:35]=[CH:34][CH:33]=2)=[O:20])=[N:4][C:5]([C:8]2[CH:9]=[CH:10][C:11]([S:14]([CH3:17])(=[O:15])=[O:16])=[CH:12][CH:13]=2)=[CH:6][N:7]=1, predict the reactants needed to synthesize it. The reactants are: [NH2:1][C:2]1[C:3]([C:18]([OH:20])=O)=[N:4][C:5]([C:8]2[CH:13]=[CH:12][C:11]([S:14]([CH3:17])(=[O:16])=[O:15])=[CH:10][CH:9]=2)=[CH:6][N:7]=1.C(OP(C#N)(OCC)=O)C.[NH2:31][C:32]1[CH:37]=[CH:36][CH:35]=[CH:34][CH:33]=1.C(N(CC)CC)C. (4) Given the product [Cl:18][C:15]1[CH:16]=[CH:17][C:12]([C:10]2[C:3]3[C:4]([CH3:9])=[N:5][C:6]([CH3:8])=[CH:7][C:2]=3[NH:21][N:20]=2)=[CH:13][CH:14]=1, predict the reactants needed to synthesize it. The reactants are: Cl[C:2]1[CH:7]=[C:6]([CH3:8])[N:5]=[C:4]([CH3:9])[C:3]=1[C:10]([C:12]1[CH:17]=[CH:16][C:15]([Cl:18])=[CH:14][CH:13]=1)=O.O.[NH2:20][NH2:21].